From a dataset of Catalyst prediction with 721,799 reactions and 888 catalyst types from USPTO. Predict which catalyst facilitates the given reaction. (1) Reactant: [CH3:1][N:2]([CH3:21])[C:3]([C:5]1[CH:10]=[C:9]([O:11][C:12]2[CH:17]=[CH:16][C:15]([NH:18][CH3:19])=[C:14]([NH2:20])[CH:13]=2)[CH:8]=[CH:7][N:6]=1)=[O:4].[F:22][C:23]1[CH:28]=[CH:27][CH:26]=[C:25]([F:29])[C:24]=1[N:30]=[C:31]=S.CI. Product: [CH3:1][N:2]([CH3:21])[C:3]([C:5]1[CH:10]=[C:9]([O:11][C:12]2[CH:17]=[CH:16][C:15]3[N:18]([CH3:19])[C:31]([NH:30][C:24]4[C:23]([F:22])=[CH:28][CH:27]=[CH:26][C:25]=4[F:29])=[N:20][C:14]=3[CH:13]=2)[CH:8]=[CH:7][N:6]=1)=[O:4]. The catalyst class is: 5. (2) The catalyst class is: 45. Reactant: [F:1][S:2]([F:15])([F:14])([F:13])([F:12])[C:3]1[CH:4]=[C:5]([CH:9]=[CH:10][CH:11]=1)[C:6]([OH:8])=[O:7].[N+:16]([O-])([O-])=O.[H][H]. Product: [NH2:16][C:10]1[CH:9]=[C:5]([CH:4]=[C:3]([S:2]([F:12])([F:13])([F:14])([F:15])[F:1])[CH:11]=1)[C:6]([OH:8])=[O:7].